This data is from Catalyst prediction with 721,799 reactions and 888 catalyst types from USPTO. The task is: Predict which catalyst facilitates the given reaction. (1) Reactant: [CH3:1][C:2]1[CH:11]=[CH:10][C:9]2[C:4](=[CH:5][C:6]([OH:12])=[CH:7][CH:8]=2)[N:3]=1.C([O-])([O-])=O.[Cs+].[Cs+].Br[CH2:20][CH3:21]. The catalyst class is: 37. Product: [CH2:20]([O:12][C:6]1[CH:5]=[C:4]2[C:9]([CH:10]=[CH:11][C:2]([CH3:1])=[N:3]2)=[CH:8][CH:7]=1)[CH3:21]. (2) Product: [CH3:12][C:11]1[NH:1][C:4]2[C:5]([CH:10]=1)=[CH:6][CH:7]=[CH:8][CH:9]=2. Reactant: [N+:1]([C:4]1[CH:9]=[CH:8][CH:7]=[CH:6][C:5]=1[CH2:10][C:11](=O)[CH3:12])([O-])=O.C([O-])(=O)C.[Na+]. The catalyst class is: 770. (3) Reactant: C(=O)([O-])[O-].[K+].[K+].F[C:8]1[CH:9]=[C:10]([CH:13]=[CH:14][C:15]=1[C:16]([F:19])([F:18])[F:17])[C:11]#[N:12].[O:20]=[S:21]1(=[O:40])[CH2:26][CH2:25][N:24]2[CH:27]3[CH2:32][CH2:31][C:30]([C:33]4[CH:38]=[CH:37][C:36]([OH:39])=[CH:35][CH:34]=4)([C:23]2=[N:22]1)[CH2:29][CH2:28]3.CS(C)=O. Product: [O:40]=[S:21]1(=[O:20])[CH2:26][CH2:25][N:24]2[CH:27]3[CH2:32][CH2:31][C:30]([C:33]4[CH:38]=[CH:37][C:36]([O:39][C:8]5[CH:9]=[C:10]([CH:13]=[CH:14][C:15]=5[C:16]([F:19])([F:18])[F:17])[C:11]#[N:12])=[CH:35][CH:34]=4)([C:23]2=[N:22]1)[CH2:29][CH2:28]3. The catalyst class is: 6.